Dataset: Catalyst prediction with 721,799 reactions and 888 catalyst types from USPTO. Task: Predict which catalyst facilitates the given reaction. (1) Reactant: [H-].[Na+].[C:3]([O:7][C:8]([NH:10][C:11]([O:13][C:14]([CH3:17])([CH3:16])[CH3:15])=[O:12])=[O:9])([CH3:6])([CH3:5])[CH3:4].[CH:18]1([CH2:24][CH2:25][CH2:26]OS(C2C=CC(C)=CC=2)(=O)=O)[CH2:23][CH2:22][CH:21]=[CH:20][CH2:19]1.C1(C)C=CC=CC=1.C1CCCCC1. Product: [C:14]([O:13][C:11](=[O:12])[N:10]([CH2:26][CH2:25][CH2:24][CH:18]1[CH2:23][CH2:22][CH:21]=[CH:20][CH2:19]1)[C:8]([O:7][C:3]([CH3:6])([CH3:5])[CH3:4])=[O:9])([CH3:17])([CH3:16])[CH3:15]. The catalyst class is: 782. (2) Reactant: [CH3:1][C:2]1[CH:3]=[C:4]([NH2:10])[C:5]([NH2:9])=[CH:6][C:7]=1[CH3:8].[C:11]([O:15][C:16]([N:18]1[CH2:23][CH2:22][C@@H:21]([NH:24][C:25]([NH:27][C:28]2[CH:33]=[CH:32][C:31]([C:34]#[N:35])=[CH:30][CH:29]=2)=[O:26])[CH2:20][C@@H:19]1[C:36](O)=[O:37])=[O:17])([CH3:14])([CH3:13])[CH3:12].F[P-](F)(F)(F)(F)F.N1(O[P+](N(C)C)(N(C)C)N(C)C)C2C=CC=CC=2N=N1.CCN(C(C)C)C(C)C. Product: [NH2:9][C:5]1[CH:6]=[C:7]([CH3:8])[C:2]([CH3:1])=[CH:3][C:4]=1[NH:10][C:36]([C@H:19]1[CH2:20][C@H:21]([NH:24][C:25]([NH:27][C:28]2[CH:33]=[CH:32][C:31]([C:34]#[N:35])=[CH:30][CH:29]=2)=[O:26])[CH2:22][CH2:23][N:18]1[C:16]([O:15][C:11]([CH3:14])([CH3:13])[CH3:12])=[O:17])=[O:37]. The catalyst class is: 18. (3) Reactant: [CH3:1][NH:2][S:3]([NH:6][CH2:7][C:8]([O:10]CC)=O)(=[O:5])=[O:4].O(C(C)(C)C)[K]. Product: [CH3:1][N:2]1[C:8](=[O:10])[CH2:7][NH:6][S:3]1(=[O:5])=[O:4]. The catalyst class is: 3. (4) Reactant: [F:1][C:2]([F:24])([F:23])[C@@H:3]1[CH2:8][CH2:7][C@H:6]([O:9][C:10]2[CH:11]=[C:12]3[C:17](=[CH:18][CH:19]=2)[CH:16]=[C:15]([C:20](=[O:22])[CH3:21])[CH:14]=[CH:13]3)[CH2:5][CH2:4]1.C1C(=O)N([I:32])C(=O)C1.C(O)(C(F)(F)F)=O. Product: [I:32][C:11]1[C:10]([O:9][C@H:6]2[CH2:7][CH2:8][C@@H:3]([C:2]([F:23])([F:24])[F:1])[CH2:4][CH2:5]2)=[CH:19][CH:18]=[C:17]2[C:12]=1[CH:13]=[CH:14][C:15]([C:20](=[O:22])[CH3:21])=[CH:16]2. The catalyst class is: 23. (5) Reactant: [CH3:1][O:2][C:3](=[O:13])[C:4]1[CH:9]=[CH:8][C:7]([O:10][CH3:11])=[CH:6][C:5]=1[OH:12].Cl.S(Cl)([Cl:18])(=O)=O.CO. Product: [CH3:1][O:2][C:3](=[O:13])[C:4]1[CH:9]=[C:8]([Cl:18])[C:7]([O:10][CH3:11])=[CH:6][C:5]=1[OH:12]. The catalyst class is: 2. (6) Reactant: [CH2:1]([O:3][C:4](=[O:27])[C:5]1[CH:10]=[CH:9][C:8]([O:11][CH3:12])=[C:7]([S:13]CCC(OCCCCCCCC)=O)[CH:6]=1)[CH3:2].N#N.CC(C)([O-])C.[K+]. The catalyst class is: 1. Product: [CH2:1]([O:3][C:4](=[O:27])[C:5]1[CH:10]=[CH:9][C:8]([O:11][CH3:12])=[C:7]([SH:13])[CH:6]=1)[CH3:2].